Dataset: Forward reaction prediction with 1.9M reactions from USPTO patents (1976-2016). Task: Predict the product of the given reaction. (1) The product is: [Cl:24][C:33]1[C:32]2[C:37](=[CH:38][C:39]([O:40][CH2:41][CH2:42][O:43][CH3:44])=[C:30]([O:29][CH2:28][CH2:27][O:26][CH3:25])[CH:31]=2)[N:36]=[CH:35][N:34]=1.[NH2:45][C:46]1[CH:47]=[C:48]([C:52]#[C:53][C:54]([CH3:57])([OH:56])[CH3:55])[CH:49]=[CH:50][CH:51]=1. Given the reactants [F-].C([N+](CCCC)(CCCC)CCCC)CCC.O1CCCC1.[ClH:24].[CH3:25][O:26][CH2:27][CH2:28][O:29][C:30]1[CH:31]=[C:32]2[C:37](=[CH:38][C:39]=1[O:40][CH2:41][CH2:42][O:43][CH3:44])[N:36]=[CH:35][N:34]=[C:33]2[NH:45][C:46]1[CH:47]=[C:48]([C:52]#[C:53][C:54]([CH3:57])([OH:56])[CH3:55])[CH:49]=[CH:50][CH:51]=1, predict the reaction product. (2) Given the reactants [CH2:1]([NH2:4])[CH:2]=[CH2:3].C(O)(=O)C.C(O[BH-](OC(=O)C)OC(=O)C)(=O)C.[Na+].[NH:23]1[C:31]2[C:26](=[CH:27][CH:28]=[CH:29][C:30]=2[CH:32]=O)[CH:25]=[CH:24]1, predict the reaction product. The product is: [CH2:1]([NH:4][CH2:32][C:30]1[CH:29]=[CH:28][CH:27]=[C:26]2[C:31]=1[NH:23][CH:24]=[CH:25]2)[CH:2]=[CH2:3]. (3) Given the reactants C([O:4][C:5]1[C:10]([O:11][CH3:12])=[CH:9][C:8]([C:13]#[N:14])=[C:7](Br)[C:6]=1[C:16]#[N:17])(=O)C.[CH2:18]([C:20]1[CH:25]=[CH:24][C:23]([SH:26])=[CH:22][CH:21]=1)[CH3:19], predict the reaction product. The product is: [CH2:18]([C:20]1[CH:25]=[CH:24][C:23]([S:26][C:7]2[C:6]([C:16]#[N:17])=[C:5]([OH:4])[C:10]([O:11][CH3:12])=[CH:9][C:8]=2[C:13]#[N:14])=[CH:22][CH:21]=1)[CH3:19].